Dataset: Forward reaction prediction with 1.9M reactions from USPTO patents (1976-2016). Task: Predict the product of the given reaction. (1) Given the reactants [C:1]([O:4][CH2:5][CH2:6][CH2:7][O:8][C:9]1[CH:10]=[C:11]2[C:16](=[CH:17][C:18]=1[O:19][CH3:20])[CH:15]([CH2:21][C:22]1[CH:27]=[CH:26][CH:25]=[C:24]([O:28][CH3:29])[CH:23]=1)[NH:14][CH:13]=[C:12]2[CH:30]=[O:31])(=[O:3])[CH3:2], predict the reaction product. The product is: [C:1]([O:4][CH2:5][CH2:6][CH2:7][O:8][C:9]1[CH:10]=[C:11]2[C:16](=[CH:17][C:18]=1[O:19][CH3:20])[C:15]([CH2:21][C:22]1[CH:27]=[CH:26][CH:25]=[C:24]([O:28][CH3:29])[CH:23]=1)=[N:14][CH:13]=[C:12]2[CH:30]=[O:31])(=[O:3])[CH3:2]. (2) Given the reactants Br[C:2]1[CH:7]=[CH:6][C:5]([S:8]([NH:11][C:12]2[CH:21]=[C:20]([F:22])[C:15]([C:16]([O:18]C)=[O:17])=[C:14]([F:23])[CH:13]=2)(=[O:10])=[O:9])=[CH:4][CH:3]=1.F[C:25]1[CH:30]=[C:29](B(O)O)[CH:28]=[CH:27][N:26]=1.[C:34](=[O:37])([O-])[O-:35].[Na+].[Na+], predict the reaction product. The product is: [C:15]([O:35][C:34]([N:26]1[CH2:27][CH:28]=[C:29]([C:2]2[CH:3]=[CH:4][C:5]([S:8]([NH:11][C:12]3[CH:21]=[C:20]([F:22])[C:15]([C:16]([OH:18])=[O:17])=[C:14]([F:23])[CH:13]=3)(=[O:10])=[O:9])=[CH:6][CH:7]=2)[CH2:30][CH2:25]1)=[O:37])([CH3:20])([CH3:16])[CH3:14]. (3) Given the reactants C1(CNCC2C=C(C3C=C4C(=C(C(N)=O)C=3)NC=C4C3CCN(S(CC)(=O)=O)CC3)C=NC=2)CC1.[CH3:36][C:37]1([CH3:52])[C:41]([CH3:43])([CH3:42])[O:40][B:39]([C:44]2[CH:45]=[C:46]([CH:50]=O)[CH:47]=[N:48][CH:49]=2)[O:38]1.[NH:53]1[CH2:58][CH2:57][O:56][CH2:55][CH2:54]1.[BH3-]C#N.[Na+], predict the reaction product. The product is: [CH3:36][C:37]1([CH3:52])[C:41]([CH3:43])([CH3:42])[O:40][B:39]([C:44]2[CH:45]=[C:46]([CH2:50][N:53]3[CH2:58][CH2:57][O:56][CH2:55][CH2:54]3)[CH:47]=[N:48][CH:49]=2)[O:38]1. (4) Given the reactants [O:1]1[C:5]2([CH2:10][CH2:9][NH:8][CH2:7][CH2:6]2)[O:4][CH2:3][CH2:2]1.[C:11]([C:13]1(F)[C:22]2[C:17](=[CH:18][CH:19]=[CH:20][CH:21]=2)[CH:16]=[CH:15][CH2:14]1)#[N:12], predict the reaction product. The product is: [O:1]1[C:5]2([CH2:10][CH2:9][N:8]([C:16]3[C:17]4[C:22](=[CH:21][CH:20]=[CH:19][CH:18]=4)[C:13]([C:11]#[N:12])=[CH:14][CH:15]=3)[CH2:7][CH2:6]2)[O:4][CH2:3][CH2:2]1. (5) Given the reactants [NH2:1][C@H:2]([C:24]([OH:26])=[O:25])[CH2:3][S:4][C:5]([C:18]1[CH:23]=[CH:22][CH:21]=[CH:20][CH:19]=1)([C:12]1[CH:17]=[CH:16][CH:15]=[CH:14][CH:13]=1)[C:6]1[CH:11]=[CH:10][CH:9]=[CH:8][CH:7]=1.O.N1C=CC=CC=1.[NH:34]([C:55]([O:57][C:58]([CH3:61])([CH3:60])[CH3:59])=[O:56])[C@H:35]([C:45](ON1C(=O)CCC1=O)=[O:46])[CH2:36][CH2:37][C:38](=[O:44])[O:39][C:40]([CH3:43])([CH3:42])[CH3:41], predict the reaction product. The product is: [NH:34]([C:55]([O:57][C:58]([CH3:61])([CH3:60])[CH3:59])=[O:56])[C@H:35]([C:45]([NH:1][C@H:2]([C:24]([OH:26])=[O:25])[CH2:3][S:4][C:5]([C:12]1[CH:13]=[CH:14][CH:15]=[CH:16][CH:17]=1)([C:6]1[CH:7]=[CH:8][CH:9]=[CH:10][CH:11]=1)[C:18]1[CH:23]=[CH:22][CH:21]=[CH:20][CH:19]=1)=[O:46])[CH2:36][CH2:37][C:38](=[O:44])[O:39][C:40]([CH3:43])([CH3:41])[CH3:42].